This data is from Reaction yield outcomes from USPTO patents with 853,638 reactions. The task is: Predict the reaction yield, written as a fraction of the theoretical maximum amount of product (1.0 means a 100% yield; for example, 0.34 means a 34% yield). (1) The reactants are FC(F)(F)C(O)=O.C(OC([N:15]1[CH2:20][CH2:19][CH2:18][CH:17]([CH2:21][O:22][C:23]2[S:24][C:25]3[CH:31]=[CH:30][CH:29]=[CH:28][C:26]=3[N:27]=2)[CH2:16]1)=O)(C)(C)C. The yield is 0.910. The product is [S:24]1[C:25]2[CH:31]=[CH:30][CH:29]=[CH:28][C:26]=2[N:27]=[C:23]1[O:22][CH2:21][CH:17]1[CH2:18][CH2:19][CH2:20][NH:15][CH2:16]1. The catalyst is ClCCl. (2) The reactants are [F:1][C:2]1[CH:7]=[CH:6][C:5]([N:8]2[C:16]3[CH:15]=[C:14]4[CH2:17][CH2:18][CH2:19][C:20]5[C:21]([C:27]#[N:28])([CH2:22][CH2:23][C:24](=[O:26])[CH:25]=5)[C:13]4=[CH:12][C:11]=3[CH:10]=[N:9]2)=[CH:4][CH:3]=1.[H][H]. The catalyst is C1(C)C=CC=CC=1.O[Pd]O. The product is [F:1][C:2]1[CH:7]=[CH:6][C:5]([N:8]2[C:16]3[CH:15]=[C:14]4[CH2:17][CH2:18][CH2:19][C@H:20]5[CH2:25][C:24](=[O:26])[CH2:23][CH2:22][C@:21]5([C:27]#[N:28])[C:13]4=[CH:12][C:11]=3[CH:10]=[N:9]2)=[CH:4][CH:3]=1.[F:1][C:2]1[CH:7]=[CH:6][C:5]([N:8]2[C:16]3[CH:15]=[C:14]4[CH2:17][CH2:18][CH2:19][C@@H:20]5[CH2:25][C:24](=[O:26])[CH2:23][CH2:22][C@@:21]5([C:27]#[N:28])[C:13]4=[CH:12][C:11]=3[CH:10]=[N:9]2)=[CH:4][CH:3]=1. The yield is 0.720. (3) The reactants are [OH:1][C@@:2]1([C:9]#[C:10][C:11]2[CH:12]=[C:13]([C:17]3[N:22]=[C:21]([C:23]([O:25]CC)=O)[CH:20]=[C:19]([C:28]4[N:32]([CH3:33])[CH:31]=[N:30][CH:29]=4)[N:18]=3)[CH:14]=[CH:15][CH:16]=2)[CH2:6][CH2:5][N:4]([CH3:7])[C:3]1=[O:8].[NH3:34]. No catalyst specified. The product is [OH:1][C@@:2]1([C:9]#[C:10][C:11]2[CH:12]=[C:13]([C:17]3[N:22]=[C:21]([C:23]([NH2:34])=[O:25])[CH:20]=[C:19]([C:28]4[N:32]([CH3:33])[CH:31]=[N:30][CH:29]=4)[N:18]=3)[CH:14]=[CH:15][CH:16]=2)[CH2:6][CH2:5][N:4]([CH3:7])[C:3]1=[O:8]. The yield is 0.350. (4) The reactants are [C:1](Cl)([C:14]1[CH:19]=[CH:18][CH:17]=[CH:16][CH:15]=1)([C:8]1[CH:13]=[CH:12][CH:11]=[CH:10][CH:9]=1)[C:2]1[CH:7]=[CH:6][CH:5]=[CH:4][CH:3]=1.[CH2:21]=[C:22]([CH2:25][OH:26])[CH2:23][OH:24].C(N(CC)CC)C.C([O-])(O)=O.[Na+]. The catalyst is C(Cl)Cl.C(OCC)(=O)C. The product is [C:2]1([C:1]([C:14]2[CH:19]=[CH:18][CH:17]=[CH:16][CH:15]=2)([C:8]2[CH:13]=[CH:12][CH:11]=[CH:10][CH:9]=2)[O:24][CH2:23][C:22](=[CH2:21])[CH2:25][OH:26])[CH:7]=[CH:6][CH:5]=[CH:4][CH:3]=1. The yield is 0.620. (5) The reactants are [NH2:1][C:2]1[CH:3]=[N:4][C:5]2[C:10]([C:11]=1[NH:12][CH2:13][C:14]1([OH:19])[CH2:18][CH2:17][CH2:16][CH2:15]1)=[CH:9][CH:8]=[CH:7][CH:6]=2.C(N(CC)CC)C.[CH2:27]([O:29][CH2:30][C:31](Cl)=O)[CH3:28]. The catalyst is ClCCl. The product is [CH2:27]([O:29][CH2:30][C:31]1[N:12]([CH2:13][C:14]2([OH:19])[CH2:18][CH2:17][CH2:16][CH2:15]2)[C:11]2[C:10]3[CH:9]=[CH:8][CH:7]=[CH:6][C:5]=3[N:4]=[CH:3][C:2]=2[N:1]=1)[CH3:28]. The yield is 0.490. (6) The yield is 0.350. The product is [CH3:11][C:12]1[C:20]([C:21]2[S:23][C:3]3[CH2:4][CH2:5][CH2:6][C:1](=[O:8])[C:2]=3[N:22]=2)=[C:15]2[CH:16]=[CH:17][CH:18]=[CH:19][N:14]2[N:13]=1. The catalyst is C(O)(=O)C. The reactants are [C:1]1(=[O:8])[CH2:6][CH2:5][CH2:4][CH2:3][C:2]1=O.BrBr.[CH3:11][C:12]1[C:20]([C:21](=[S:23])[NH2:22])=[C:15]2[CH:16]=[CH:17][CH:18]=[CH:19][N:14]2[N:13]=1.